Dataset: Forward reaction prediction with 1.9M reactions from USPTO patents (1976-2016). Task: Predict the product of the given reaction. (1) Given the reactants Br[C:2]1[C:7]([F:8])=[CH:6][C:5]([N:9]2[CH:14]=[C:13]([O:15][CH3:16])[C:12](=[O:17])[C:11]([C:18]3[N:22]([C:23]4[CH:28]=[CH:27][CH:26]=[CH:25][CH:24]=4)[N:21]=[CH:20][CH:19]=3)=[N:10]2)=[C:4]([F:29])[CH:3]=1.[NH:30]1[CH2:34][CH2:33][CH2:32][C:31]1=[O:35].CNCCNC.[O-]P([O-])([O-])=O.[K+].[K+].[K+], predict the reaction product. The product is: [F:29][C:4]1[CH:3]=[C:2]([N:30]2[CH2:34][CH2:33][CH2:32][C:31]2=[O:35])[C:7]([F:8])=[CH:6][C:5]=1[N:9]1[CH:14]=[C:13]([O:15][CH3:16])[C:12](=[O:17])[C:11]([C:18]2[N:22]([C:23]3[CH:28]=[CH:27][CH:26]=[CH:25][CH:24]=3)[N:21]=[CH:20][CH:19]=2)=[N:10]1. (2) Given the reactants NC1SC=C2C=1C(=O)N(C1C=CC(Cl)=CC=1)N=C2C(O)=O.[NH2:22][C:23]1[S:24][CH:25]=[C:26]2[C:31]=1[C:30](=[O:32])[N:29]([C:33]1[CH:38]=[CH:37][C:36]([Br:39])=[CH:35][CH:34]=1)[N:28]=[C:27]2[C:40]([O:42]CC)=[O:41], predict the reaction product. The product is: [NH2:22][C:23]1[S:24][CH:25]=[C:26]2[C:31]=1[C:30](=[O:32])[N:29]([C:33]1[CH:34]=[CH:35][C:36]([Br:39])=[CH:37][CH:38]=1)[N:28]=[C:27]2[C:40]([OH:42])=[O:41]. (3) Given the reactants [CH2:1]([C@H:4]([CH2:21][CH2:22][CH2:23][CH2:24][CH2:25][CH3:26])[C:5](N1[C@@H]2C[C@@H]3C(C)(C)[C@]2(CC3)CS1(=O)=O)=[O:6])[CH:2]=[CH2:3].C([OH:30])(C)C.O.O.O.O.O.O.O.O.[OH-].[Ba+2].[OH-].Cl, predict the reaction product. The product is: [CH2:1]([C@H:4]([CH2:21][CH2:22][CH2:23][CH2:24][CH2:25][CH3:26])[C:5]([OH:6])=[O:30])[CH:2]=[CH2:3].[CH3:3][CH2:2][CH2:1][CH2:4][CH2:21][CH2:22][CH3:23].